This data is from Full USPTO retrosynthesis dataset with 1.9M reactions from patents (1976-2016). The task is: Predict the reactants needed to synthesize the given product. (1) Given the product [NH:24]1[C:25]2[C:26](=[N:27][CH:28]=[CH:29][CH:30]=2)[C:22]([CH2:21][C@H:17]2[CH2:18][CH2:19][CH2:20][N:16]2[C:9]([O:11][C:12]([CH3:13])([CH3:14])[CH3:15])=[O:10])=[CH:23]1, predict the reactants needed to synthesize it. The reactants are: [C:12]([O:11][C:9](O[C:9]([O:11][C:12]([CH3:15])([CH3:14])[CH3:13])=[O:10])=[O:10])([CH3:15])([CH3:14])[CH3:13].[NH:16]1[CH2:20][CH2:19][CH2:18][C@@H:17]1[CH2:21][C:22]1[C:26]2=[N:27][CH:28]=[CH:29][CH:30]=[C:25]2[NH:24][CH:23]=1.C(N(CC)CC)C. (2) Given the product [OH:4][C:3]([C:5]1[CH:6]=[CH:7][C:8]([O:9][CH2:10][CH2:11][CH2:12][CH2:13][CH2:14][O:15][C:16]2[CH:17]=[CH:18][C:19]([C:22]([OH:24])=[O:23])=[CH:20][CH:21]=2)=[CH:26][CH:27]=1)=[O:2], predict the reactants needed to synthesize it. The reactants are: C[O:2][C:3]([C:5]1[CH:27]=[CH:26][C:8]([O:9][CH2:10][CH2:11][CH2:12][CH2:13][CH2:14][O:15][C:16]2[CH:21]=[CH:20][C:19]([C:22]([O:24]C)=[O:23])=[CH:18][CH:17]=2)=[CH:7][CH:6]=1)=[O:4].Cl.